Dataset: Catalyst prediction with 721,799 reactions and 888 catalyst types from USPTO. Task: Predict which catalyst facilitates the given reaction. (1) Reactant: [OH:1][C:2]1[C:10]([O:11][CH3:12])=[CH:9][CH:8]=[CH:7][C:3]=1[C:4]([OH:6])=[O:5].[H-].[Na+].[CH2:15](Br)[C:16]1[CH:21]=[CH:20][CH:19]=[CH:18][CH:17]=1.O. Product: [OH:1][C:2]1[C:10]([O:11][CH3:12])=[CH:9][CH:8]=[CH:7][C:3]=1[C:4]([O:6][CH2:15][C:16]1[CH:21]=[CH:20][CH:19]=[CH:18][CH:17]=1)=[O:5]. The catalyst class is: 3. (2) Reactant: Cl.[CH3:2][N:3]1[CH:7]=[C:6]([C:8]2[N:13]=[C:12]([C:14]3[CH:15]=[N:16][N:17]([C:19]4([CH2:23][C:24]#[N:25])[CH2:22][NH:21][CH2:20]4)[CH:18]=3)[N:11]3[CH:26]=[CH:27][N:28]=[C:10]3[CH:9]=2)[CH:5]=[N:4]1.C(Cl)Cl.C(N(CC)CC)C.[CH3:39][CH:40]([S:42](Cl)(=[O:44])=[O:43])[CH3:41]. Product: [CH:40]([S:42]([N:21]1[CH2:22][C:19]([CH2:23][C:24]#[N:25])([N:17]2[CH:18]=[C:14]([C:12]3[N:11]4[CH:26]=[CH:27][N:28]=[C:10]4[CH:9]=[C:8]([C:6]4[CH:5]=[N:4][N:3]([CH3:2])[CH:7]=4)[N:13]=3)[CH:15]=[N:16]2)[CH2:20]1)(=[O:44])=[O:43])([CH3:41])[CH3:39]. The catalyst class is: 25. (3) Reactant: [F:1][C:2]1[C:3]([O:33][CH3:34])=[N:4][C:5]([N:9]2[CH2:17][C@@H:16]3[C@@:11]([C:27]4[CH:32]=[CH:31][CH:30]=[CH:29][CH:28]=4)([N:12]=[C:13]([NH:18]C(=O)C4C=CC=CC=4)[S:14][CH2:15]3)[CH2:10]2)=[N:6][C:7]=1[CH3:8].N1C=CC=CC=1.[ClH:41].CON. Product: [CH:7]([NH2:6])([CH3:8])[CH3:2].[ClH:41].[F:1][C:2]1[C:3]([O:33][CH3:34])=[N:4][C:5]([N:9]2[CH2:17][C@@H:16]3[C@@:11]([C:27]4[CH:32]=[CH:31][CH:30]=[CH:29][CH:28]=4)([N:12]=[C:13]([NH2:18])[S:14][CH2:15]3)[CH2:10]2)=[N:6][C:7]=1[CH3:8]. The catalyst class is: 8. (4) Reactant: [Cl:1][C:2]1[C:3]([CH3:9])=[CH:4][C:5]([NH2:8])=[N:6][CH:7]=1.[N+:10]([O-])([OH:12])=[O:11].[OH-].[NH4+]. Product: [Cl:1][C:2]1[C:3]([CH3:9])=[C:4]([N+:10]([O-:12])=[O:11])[C:5]([NH2:8])=[N:6][CH:7]=1. The catalyst class is: 65. (5) Reactant: [CH2:1]([C@:3]12[CH2:26][CH2:25][C:20]3([O:24][CH2:23][CH2:22][O:21]3)[CH2:19][C@H:4]1[CH2:5][CH2:6][CH2:7][C:8]1[CH:13]=[C:12]([NH:14][C:15](=[O:17])[CH3:16])[C:11]([CH3:18])=[CH:10][C:9]=12)[CH3:2].C([O-])(=O)C.[K+].CC(O)=O.C1OCCOCCOCCOCCOCCOC1.C(OC(=O)C)(=O)C.[N:61](OCCC(C)C)=O.C([O-])(O)=O.[Na+]. Product: [CH2:1]([C@:3]12[CH2:26][CH2:25][C:20]3([O:24][CH2:23][CH2:22][O:21]3)[CH2:19][C@H:4]1[CH2:5][CH2:6][CH2:7][C:8]1[C:9]2=[CH:10][C:11]2[CH:18]=[N:61][N:14]([C:15](=[O:17])[CH3:16])[C:12]=2[CH:13]=1)[CH3:2]. The catalyst class is: 146. (6) Reactant: [CH2:1]([O:3][C:4]([C:6]1[NH:7][C:8]([CH3:11])=[CH:9][CH:10]=1)=[O:5])[CH3:2].[Cl:12][C:13]1[CH:18]=[CH:17][C:16]([CH2:19][C:20](Cl)=[O:21])=[CH:15][CH:14]=1. Product: [CH2:1]([O:3][C:4]([C:6]1[NH:7][C:8]([CH3:11])=[C:9]([C:20](=[O:21])[CH2:19][C:16]2[CH:17]=[CH:18][C:13]([Cl:12])=[CH:14][CH:15]=2)[CH:10]=1)=[O:5])[CH3:2]. The catalyst class is: 26. (7) Reactant: Cl[C:2]1[N:7]=[C:6]([CH:8]([F:10])[CH3:9])[CH:5]=[CH:4][N:3]=1.C1(P(C2C=CC=CC=2)C2C3OC4C(=CC=CC=4P(C4C=CC=CC=4)C4C=CC=CC=4)C(C)(C)C=3C=CC=2)C=CC=CC=1.C(=O)([O-])[O-].[Cs+].[Cs+].[CH3:59][C:60]1[CH:61]=[C:62]([CH:64]=[C:65]([C:67]2[CH:68]=[N:69][N:70]([CH2:72][C:73]([CH3:75])=[CH2:74])[CH:71]=2)[CH:66]=1)[NH2:63]. Product: [F:10][CH:8]([C:6]1[CH:5]=[CH:4][N:3]=[C:2]([NH:63][C:62]2[CH:64]=[C:65]([C:67]3[CH:68]=[N:69][N:70]([CH2:72][C:73]([CH3:75])=[CH2:74])[CH:71]=3)[CH:66]=[C:60]([CH3:59])[CH:61]=2)[N:7]=1)[CH3:9]. The catalyst class is: 160.